Task: Regression. Given a peptide amino acid sequence and an MHC pseudo amino acid sequence, predict their binding affinity value. This is MHC class II binding data.. Dataset: Peptide-MHC class II binding affinity with 134,281 pairs from IEDB The peptide sequence is INEPTAAAIQYGLDR. The MHC is HLA-DQA10401-DQB10402 with pseudo-sequence HLA-DQA10401-DQB10402. The binding affinity (normalized) is 0.466.